The task is: Predict the product of the given reaction.. This data is from Forward reaction prediction with 1.9M reactions from USPTO patents (1976-2016). (1) Given the reactants [CH:1]([OH:3])=[O:2].OO.[Cl:6][C:7]1[CH:17]=[C:16](C=O)[C:10]([C:11]([N:13]([CH3:15])[CH3:14])=[O:12])=[CH:9][N:8]=1, predict the reaction product. The product is: [Cl:6][C:7]1[CH:17]=[C:16]([C:10]([C:11](=[O:12])[N:13]([CH3:14])[CH3:15])=[CH:9][N:8]=1)[C:1]([OH:3])=[O:2]. (2) Given the reactants [NH:1]1[C:9]2[C:4](=[CH:5][CH:6]=[CH:7][CH:8]=2)[CH:3]=[CH:2]1.[H-].[Na+].[H][H].Cl[CH2:15][C:16]1[CH:21]=[CH:20][C:19]([C:22]2[C:23]([NH:28][S:29]([C:32]3[CH:37]=[CH:36][CH:35]=[CH:34][C:33]=3[C:38]([F:41])([F:40])[F:39])(=[O:31])=[O:30])=[N:24][CH:25]=[CH:26][N:27]=2)=[CH:18][CH:17]=1, predict the reaction product. The product is: [N:1]1([CH2:15][C:16]2[CH:21]=[CH:20][C:19]([C:22]3[C:23]([NH:28][S:29]([C:32]4[CH:37]=[CH:36][CH:35]=[CH:34][C:33]=4[C:38]([F:40])([F:39])[F:41])(=[O:30])=[O:31])=[N:24][CH:25]=[CH:26][N:27]=3)=[CH:18][CH:17]=2)[C:9]2[C:4](=[CH:5][CH:6]=[CH:7][CH:8]=2)[CH:3]=[CH:2]1.